Dataset: Reaction yield outcomes from USPTO patents with 853,638 reactions. Task: Predict the reaction yield, written as a fraction of the theoretical maximum amount of product (1.0 means a 100% yield; for example, 0.34 means a 34% yield). The reactants are [O:1]1[CH2:6][CH2:5][CH2:4][O:3][CH:2]1[CH2:7][CH2:8][Mg]Br.[Cl:11][C:12]1[CH:13]=[C:14]([C:19]2(/[CH:25]=[N:26]/[S@@:27]([C:29]([CH3:32])([CH3:31])[CH3:30])=[O:28])[CH2:24][CH2:23][CH2:22][CH2:21][CH2:20]2)[CH:15]=[CH:16][C:17]=1[Cl:18].[O-]S([O-])(=O)=O.[Na+].[Na+]. The catalyst is CCOCC. The product is [Cl:11][C:12]1[CH:13]=[C:14]([C:19]2([CH:25]([NH:26][S@@:27]([C:29]([CH3:32])([CH3:31])[CH3:30])=[O:28])[CH2:8][CH2:7][CH:2]3[O:3][CH2:4][CH2:5][CH2:6][O:1]3)[CH2:24][CH2:23][CH2:22][CH2:21][CH2:20]2)[CH:15]=[CH:16][C:17]=1[Cl:18]. The yield is 0.490.